From a dataset of Catalyst prediction with 721,799 reactions and 888 catalyst types from USPTO. Predict which catalyst facilitates the given reaction. Reactant: [I-:1].[Na+].[CH:3]1(C(Cl)=O)[CH2:8][CH2:7][CH2:6][CH2:5][CH2:4]1.S([O-])([O-])(=O)=S.[Na+].[Na+].[C:19](=[O:22])([O-])[OH:20].[Na+].[Cl-].[Na+].[C:26](#N)[CH3:27]. Product: [CH:3]1([C:19]([O:20][CH:26]([I:1])[CH3:27])=[O:22])[CH2:4][CH2:5][CH2:6][CH2:7][CH2:8]1. The catalyst class is: 27.